From a dataset of Forward reaction prediction with 1.9M reactions from USPTO patents (1976-2016). Predict the product of the given reaction. Given the reactants [C:1]([C:4]1[NH:5][CH:6]=[CH:7][CH:8]=1)(=[O:3])[CH3:2].[Br:9]N1C(=O)CCC1=O, predict the reaction product. The product is: [Br:9][C:6]1[NH:5][C:4]([C:1](=[O:3])[CH3:2])=[CH:8][CH:7]=1.